This data is from Buchwald-Hartwig C-N cross coupling reaction yields with 55,370 reactions. The task is: Predict the reaction yield, written as a fraction of the theoretical maximum amount of product (1.0 means a 100% yield; for example, 0.34 means a 34% yield). The yield is 0.112. The product is CCc1ccc(Nc2ccc(C)cc2)cc1. The reactants are CCc1ccc(I)cc1.Cc1ccc(N)cc1.O=S(=O)(O[Pd]1c2ccccc2-c2ccccc2N~1)C(F)(F)F.CC(C)c1cc(C(C)C)c(-c2ccccc2P(C2CCCCC2)C2CCCCC2)c(C(C)C)c1.CN(C)C(=NC(C)(C)C)N(C)C.c1ccc2oncc2c1. No catalyst specified.